Task: Predict the reaction yield, written as a fraction of the theoretical maximum amount of product (1.0 means a 100% yield; for example, 0.34 means a 34% yield).. Dataset: Reaction yield outcomes from USPTO patents with 853,638 reactions (1) The reactants are [C:1]1([NH2:8])[CH:6]=[CH:5][CH:4]=[C:3]([NH2:7])[CH:2]=1.C(N(CC)C(C)C)(C)C.Cl[C:19]([O:21][CH2:22][C:23]1[CH:28]=[CH:27][CH:26]=[CH:25][CH:24]=1)=[O:20].C([O-])(O)=O.[Na+]. The catalyst is C(Cl)Cl. The product is [NH2:7][C:3]1[CH:2]=[C:1]([NH:8][C:19](=[O:20])[O:21][CH2:22][C:23]2[CH:28]=[CH:27][CH:26]=[CH:25][CH:24]=2)[CH:6]=[CH:5][CH:4]=1. The yield is 7.11. (2) The reactants are [NH2:1][CH2:2][CH2:3][C:4]1[CH:9]=[CH:8][C:7]([OH:10])=[CH:6][CH:5]=1.O.C(=O)([O-])[O-].[K+].[K+].[C:18](O[C:18]([O:20][C:21]([CH3:24])([CH3:23])[CH3:22])=[O:19])([O:20][C:21]([CH3:24])([CH3:23])[CH3:22])=[O:19]. The catalyst is O1CCOCC1.O1CCCC1. The product is [OH:10][C:7]1[CH:8]=[CH:9][C:4]([CH2:3][CH2:2][NH:1][C:18](=[O:19])[O:20][C:21]([CH3:24])([CH3:23])[CH3:22])=[CH:5][CH:6]=1. The yield is 0.990. (3) The reactants are Cl[C:2]1[C:7]([F:8])=[C:6]([Cl:9])[N:5]=[C:4]([CH3:10])[N:3]=1.Cl.Cl.[CH3:13][N:14]1[CH2:19][CH2:18][NH:17][CH2:16][C@H:15]1[CH3:20].C(N(CC)CC)C.CO. The catalyst is C1COCC1. The product is [Cl:9][C:6]1[C:7]([F:8])=[C:2]([N:17]2[CH2:18][CH2:19][N:14]([CH3:13])[C@H:15]([CH3:20])[CH2:16]2)[N:3]=[C:4]([CH3:10])[N:5]=1. The yield is 0.940. (4) The reactants are Br[CH2:2][C:3]1[C:12]([Cl:13])=[N:11][CH:10]=[CH:9][C:4]=1[C:5]([O:7]C)=O.Cl.[F:15][C:16]([F:30])([CH:27]([F:29])[F:28])[CH2:17][O:18][C:19]1[N:24]=[CH:23][C:22]([CH2:25][NH2:26])=[CH:21][CH:20]=1. No catalyst specified. The product is [Cl:13][C:12]1[C:3]2[CH2:2][N:26]([CH2:25][C:22]3[CH:23]=[N:24][C:19]([O:18][CH2:17][C:16]([F:30])([F:15])[CH:27]([F:29])[F:28])=[CH:20][CH:21]=3)[C:5](=[O:7])[C:4]=2[CH:9]=[CH:10][N:11]=1. The yield is 0.600. (5) The reactants are [C:1]([O:5][C:6]([N:8]1[CH2:12][C@@H:11]([O:13][CH2:14][C:15]#[CH:16])[C@H:10]([N:17]=[N+:18]=[N-:19])[CH2:9]1)=[O:7])([CH3:4])([CH3:3])[CH3:2].I.[I:21]N1CCOCC1. The catalyst is C1COCC1.[Cu]I. The product is [C:1]([O:5][C:6]([N:8]1[CH2:12][C@@H:11]([O:13][CH2:14][C:15]#[C:16][I:21])[C@H:10]([N:17]=[N+:18]=[N-:19])[CH2:9]1)=[O:7])([CH3:4])([CH3:2])[CH3:3]. The yield is 0.970. (6) The reactants are [CH3:1][CH2:2][C@H:3]1[C:7]2=[CH:8][C:9]3[N-:13][C:12]4[C:14]([C@@H:57]([C:60]([O:62][CH3:63])=[O:61])[C:58](=[O:59])[C:11]=4[C:10]=3[CH3:64])=[C:15]3[N:19]=[C:18]([CH:20]=[C:21]4[N-:26][C:24](=[CH:25][C:5](=[N:6]2)[C@@H:4]1[CH3:65])[C:23]([C:27]([CH3:29])=[O:28])=[C:22]4[CH3:30])[C@@H:17]([CH3:31])[C@@H:16]3[CH2:32][CH2:33][C:34]([O:36]C/C=C(/CCC[C@@H](CCC[C@@H](CCCC(C)C)C)C)\C)=[O:35].[Mg+2]. The catalyst is FC(F)(F)C(O)=O.O. The product is [CH3:1][CH2:2][C@H:3]1[C:7]2=[CH:8][C:9]3[NH:13][C:12]4[C:14]([C@@H:57]([C:60]([O:62][CH3:63])=[O:61])[C:58](=[O:59])[C:11]=4[C:10]=3[CH3:64])=[C:15]3[N:19]=[C:18]([CH:20]=[C:21]4[NH:26][C:24](=[CH:25][C:5](=[N:6]2)[C@@H:4]1[CH3:65])[C:23]([C:27]([CH3:29])=[O:28])=[C:22]4[CH3:30])[C@@H:17]([CH3:31])[C@@H:16]3[CH2:32][CH2:33][C:34]([OH:36])=[O:35]. The yield is 0.980. (7) The product is [C:17]([O:11][CH:8]([CH2:9][CH3:10])[C:2]([C:3]([O:5][CH2:6][CH3:7])=[O:4])([F:12])[F:1])(=[O:21])[C:18]([CH3:20])=[CH2:19]. The reactants are [F:1][C:2]([F:12])([CH:8]([OH:11])[CH2:9][CH3:10])[C:3]([O:5][CH2:6][CH3:7])=[O:4].C(Cl)(Cl)Cl.[C:17](Cl)(=[O:21])[C:18]([CH3:20])=[CH2:19].C(N(CC)CC)C. The yield is 0.660. The catalyst is O. (8) The reactants are [C:1]1(P(C2C=CC=CC=2)C2C=CC=CC=2)C=CC=CC=1.CCOC(/N=N/C(OCC)=O)=O.CO.[CH3:34][N:35]([CH3:61])[CH2:36][CH2:37][CH2:38][C:39]#[C:40][C:41]1[CH:42]=[N:43][C:44]([NH:47][S:48]([C:51]2[CH:56]=[CH:55][C:54]([C:57]([F:60])([F:59])[F:58])=[CH:53][CH:52]=2)(=[O:50])=[O:49])=[N:45][CH:46]=1. The catalyst is C1COCC1. The product is [CH3:61][N:35]([CH3:34])[CH2:36][CH2:37][CH2:38][C:39]#[C:40][C:41]1[CH:42]=[N:43][C:44]([N:47]([CH3:1])[S:48]([C:51]2[CH:52]=[CH:53][C:54]([C:57]([F:60])([F:58])[F:59])=[CH:55][CH:56]=2)(=[O:49])=[O:50])=[N:45][CH:46]=1. The yield is 0.230.